This data is from Catalyst prediction with 721,799 reactions and 888 catalyst types from USPTO. The task is: Predict which catalyst facilitates the given reaction. (1) Reactant: Cl.CO.C(OC([NH:11][CH2:12][CH2:13][CH2:14][O:15][C:16]1[CH:17]=[C:18]([CH3:30])[C:19]2[CH:23]([CH2:24][C:25]([OH:27])=[O:26])[O:22][B:21]([OH:28])[C:20]=2[CH:29]=1)=O)(C)(C)C.[Li+].[OH-]. Product: [NH2:11][CH2:12][CH2:13][CH2:14][O:15][C:16]1[CH:17]=[C:18]([CH3:30])[C:19]2[CH:23]([CH2:24][C:25]([OH:27])=[O:26])[O:22][B:21]([OH:28])[C:20]=2[CH:29]=1. The catalyst class is: 6. (2) Reactant: [Cl:1][C:2]1[CH:3]=[C:4]([NH:11]C(=O)OC(C)(C)C)[CH:5]=[N:6][C:7]=1[CH:8]([OH:10])[CH3:9].Cl.O1CCOCC1. Product: [NH2:11][C:4]1[CH:3]=[C:2]([Cl:1])[C:7]([CH:8]([OH:10])[CH3:9])=[N:6][CH:5]=1. The catalyst class is: 5. (3) Reactant: [O:1]([C:8]1[CH:16]=[CH:15][CH:14]=[CH:13][C:9]=1[C:10]([OH:12])=[O:11])[C:2]1[CH:7]=[CH:6][CH:5]=[CH:4][CH:3]=1.[F:17][C:18]([F:32])([F:31])[C:19]1[CH:20]=[C:21]([CH:24]=[C:25]([C:27]([F:30])([F:29])[F:28])[CH:26]=1)[CH2:22]O.C1(N=C=NC2CCCCC2)CCCCC1. Product: [F:17][C:18]([F:31])([F:32])[C:19]1[CH:20]=[C:21]([CH:24]=[C:25]([C:27]([F:30])([F:28])[F:29])[CH:26]=1)[CH2:22][O:11][C:10](=[O:12])[C:9]1[CH:13]=[CH:14][CH:15]=[CH:16][C:8]=1[O:1][C:2]1[CH:3]=[CH:4][CH:5]=[CH:6][CH:7]=1. The catalyst class is: 112. (4) Reactant: [N:1]1[CH:6]=[CH:5][CH:4]=[CH:3][C:2]=1[C:7]1[O:8][C:9]2[CH2:14][CH2:13][NH:12][CH2:11][C:10]=2[N:15]=1.CCN(C(C)C)C(C)C.Cl[C:26]1[N:33]=[CH:32][CH:31]=[CH:30][C:27]=1[C:28]#[N:29]. Product: [N:1]1[CH:6]=[CH:5][CH:4]=[CH:3][C:2]=1[C:7]1[O:8][C:9]2[CH2:14][CH2:13][N:12]([C:26]3[N:33]=[CH:32][CH:31]=[CH:30][C:27]=3[C:28]#[N:29])[CH2:11][C:10]=2[N:15]=1. The catalyst class is: 3. (5) Reactant: [CH2:1]([O:3][C:4]1[CH:12]=[C:11]2[C:7]([CH:8]=[C:9]([C:13]3[CH:18]=[CH:17][C:16]([N+:19]([O-:21])=[O:20])=[CH:15][CH:14]=3)[NH:10]2)=[CH:6][CH:5]=1)[CH3:2].C([O-])([O-])=O.[Cs+].[Cs+].CN(C=O)C.Br[CH2:34][CH:35]1[CH2:37][CH2:36]1. The catalyst class is: 6. Product: [CH:35]1([CH2:34][N:10]2[C:11]3[C:7](=[CH:6][CH:5]=[C:4]([O:3][CH2:1][CH3:2])[CH:12]=3)[CH:8]=[C:9]2[C:13]2[CH:14]=[CH:15][C:16]([N+:19]([O-:21])=[O:20])=[CH:17][CH:18]=2)[CH2:37][CH2:36]1. (6) Reactant: Cl[C:2]1[C:11]2[C:6](=[CH:7][CH:8]=[C:9]([C:12]3[C:13]([CH3:18])=[N:14][O:15][C:16]=3[CH3:17])[CH:10]=2)[NH:5][C:4](=[O:19])[CH:3]=1.[CH2:20]([NH2:27])[C:21]1[CH:26]=[CH:25][CH:24]=[CH:23][CH:22]=1. Product: [CH2:20]([NH:27][C:2]1[C:11]2[C:6](=[CH:7][CH:8]=[C:9]([C:12]3[C:13]([CH3:18])=[N:14][O:15][C:16]=3[CH3:17])[CH:10]=2)[NH:5][C:4](=[O:19])[CH:3]=1)[C:21]1[CH:26]=[CH:25][CH:24]=[CH:23][CH:22]=1. The catalyst class is: 16. (7) Reactant: Cl.C(OC([NH:9][C@H:10]([C:26]([NH:28][C:29]1[CH:59]=[CH:58][CH:57]=[C:56]([F:60])[C:30]=1[O:31][CH2:32][C@H:33]1[O:38][CH2:37][C@@H:36]([CH2:39][O:40][C:41]([NH:43][CH2:44][C:45]([F:48])([F:47])[F:46])=[O:42])[N:35](C(OC(C)(C)C)=O)[CH2:34]1)=[O:27])[CH:11]([C:19]1[CH:24]=[CH:23][C:22]([F:25])=[CH:21][CH:20]=1)[C:12]1[CH:17]=[CH:16][C:15]([F:18])=[CH:14][CH:13]=1)=O)(C)(C)C. Product: [F:48][C:45]([F:46])([F:47])[CH2:44][NH:43][C:41](=[O:42])[O:40][CH2:39][C@@H:36]1[CH2:37][O:38][C@H:33]([CH2:32][O:31][C:30]2[C:56]([F:60])=[CH:57][CH:58]=[CH:59][C:29]=2[NH:28][C:26](=[O:27])[C@@H:10]([NH2:9])[CH:11]([C:12]2[CH:13]=[CH:14][C:15]([F:18])=[CH:16][CH:17]=2)[C:19]2[CH:24]=[CH:23][C:22]([F:25])=[CH:21][CH:20]=2)[CH2:34][NH:35]1. The catalyst class is: 12. (8) Reactant: [Cl:1][C:2]1[CH:7]=[C:6](I)[C:5]([Cl:9])=[CH:4][N:3]=1.[NH2:10][C:11]1[CH:20]=[CH:19][CH:18]=[CH:17][C:12]=1[C:13]([NH:15][CH3:16])=[O:14].C(=O)([O-])[O-].[Cs+].[Cs+].CC1(C)C2C=CC=C(P(C3C=CC=CC=3)C3C=CC=CC=3)C=2OC2C1=CC=CC=2P(C1C=CC=CC=1)C1C=CC=CC=1. Product: [Cl:1][C:2]1[CH:7]=[C:6]([NH:10][C:11]2[CH:20]=[CH:19][CH:18]=[CH:17][C:12]=2[C:13]([NH:15][CH3:16])=[O:14])[C:5]([Cl:9])=[CH:4][N:3]=1. The catalyst class is: 160. (9) Reactant: [CH3:1][O:2][C:3]1[CH:4]=[C:5]2[C:10](=[CH:11][C:12]=1[O:13][CH3:14])[C:9]([C:15](=[O:24])[C:16]1[CH:21]=[CH:20][CH:19]=[C:18]([O:22][CH3:23])[CH:17]=1)=[N:8][CH:7]=[C:6]2[C:25](O)=[O:26].C(N(CC)CC)C.C(OC(Cl)=O)C(C)C.C(O)(=O)/C=C/C(O)=O.[NH2:51][CH2:52][CH2:53][C:54]#[N:55].C(=O)(O)[O-].[Na+]. Product: [C:52]([CH2:53][CH2:54][NH:55][C:25]([C:6]1[C:5]2[C:10](=[CH:11][C:12]([O:13][CH3:14])=[C:3]([O:2][CH3:1])[CH:4]=2)[C:9]([C:15](=[O:24])[C:16]2[CH:21]=[CH:20][CH:19]=[C:18]([O:22][CH3:23])[CH:17]=2)=[N:8][CH:7]=1)=[O:26])#[N:51]. The catalyst class is: 9.